From a dataset of Reaction yield outcomes from USPTO patents with 853,638 reactions. Predict the reaction yield, written as a fraction of the theoretical maximum amount of product (1.0 means a 100% yield; for example, 0.34 means a 34% yield). (1) The reactants are Cl[C:2]1([CH2:7][C:8]([Cl:11])([Cl:10])Cl)[O:5][C:4](=[O:6])[CH2:3]1.[NH:12]1[CH2:17][CH2:16][O:15][CH2:14][CH2:13]1.C([O-])(O)=O.[Na+]. The catalyst is C(Cl)Cl.CC(OC)(C)C. The product is [Cl:11][C:8]([Cl:10])=[CH:7][C:2](=[O:5])[CH2:3][C:4]([N:12]1[CH2:17][CH2:16][O:15][CH2:14][CH2:13]1)=[O:6]. The yield is 0.720. (2) The reactants are CO[C:3](=[O:24])[C:4]1[CH:9]=[CH:8][C:7]([O:10][CH2:11][C:12]2[C:13]([C:18]3[CH:23]=[CH:22][CH:21]=[CH:20][CH:19]=3)=[N:14][O:15][C:16]=2[CH3:17])=[N:6][CH:5]=1.[NH:25]1[CH2:31][CH2:30][CH2:29][C@H:26]1[CH2:27][OH:28]. No catalyst specified. The product is [OH:28][CH2:27][C@@H:26]1[CH2:29][CH2:30][CH2:31][N:25]1[C:3]([C:4]1[CH:5]=[N:6][C:7]([O:10][CH2:11][C:12]2[C:13]([C:18]3[CH:19]=[CH:20][CH:21]=[CH:22][CH:23]=3)=[N:14][O:15][C:16]=2[CH3:17])=[CH:8][CH:9]=1)=[O:24]. The yield is 0.840. (3) The reactants are [OH:1][C:2]1[CH:3]=[C:4]([CH:8]=[CH:9][C:10]=1[I:11])[C:5]([OH:7])=O.C(Cl)(=O)C(Cl)=O.[CH2:18]([NH:20][CH2:21][CH3:22])[CH3:19]. The catalyst is C(Cl)Cl.CN(C=O)C.O. The product is [CH2:18]([N:20]([CH2:21][CH3:22])[C:5](=[O:7])[C:4]1[CH:8]=[CH:9][C:10]([I:11])=[C:2]([OH:1])[CH:3]=1)[CH3:19]. The yield is 0.660.